From a dataset of NCI-60 drug combinations with 297,098 pairs across 59 cell lines. Regression. Given two drug SMILES strings and cell line genomic features, predict the synergy score measuring deviation from expected non-interaction effect. Drug 1: CCC1=CC2CC(C3=C(CN(C2)C1)C4=CC=CC=C4N3)(C5=C(C=C6C(=C5)C78CCN9C7C(C=CC9)(C(C(C8N6C)(C(=O)OC)O)OC(=O)C)CC)OC)C(=O)OC.C(C(C(=O)O)O)(C(=O)O)O. Drug 2: C1=CC(=CC=C1C#N)C(C2=CC=C(C=C2)C#N)N3C=NC=N3. Cell line: OVCAR-5. Synergy scores: CSS=50.2, Synergy_ZIP=1.01, Synergy_Bliss=2.56, Synergy_Loewe=-27.3, Synergy_HSA=2.39.